From a dataset of Forward reaction prediction with 1.9M reactions from USPTO patents (1976-2016). Predict the product of the given reaction. (1) Given the reactants [F:1][C:2]1[CH:7]=[CH:6][C:5]([C:8](=[N:18][OH:19])[CH:9]([CH3:17])[C:10](=O)[C:11]([O:13][CH2:14][CH3:15])=[O:12])=[CH:4][CH:3]=1.S(=O)(=O)(O)O.C(=O)(O)[O-].[Na+], predict the reaction product. The product is: [F:1][C:2]1[CH:3]=[CH:4][C:5]([C:8]2[C:9]([CH3:17])=[C:10]([C:11]([O:13][CH2:14][CH3:15])=[O:12])[O:19][N:18]=2)=[CH:6][CH:7]=1. (2) Given the reactants [CH:1]([C:3]1[CH:11]=[CH:10][C:6]([C:7]([OH:9])=[O:8])=[C:5]([CH3:12])[CH:4]=1)=[O:2].OS(O)(=O)=O.[CH3:18][CH2:19]O, predict the reaction product. The product is: [CH:1]([C:3]1[CH:11]=[CH:10][C:6]([C:7]([O:9][CH2:18][CH3:19])=[O:8])=[C:5]([CH3:12])[CH:4]=1)=[O:2]. (3) Given the reactants C(N1C=CN=C1)(N1C=CN=C1)=O.[C:13](O)(=[O:15])[CH3:14].[CH3:17][O:18][C:19]1[CH:24]=[CH:23][CH:22]=[C:21]([N:25]2[CH2:30][CH2:29][NH:28][CH2:27][CH2:26]2)[C:20]=1[CH2:31][CH2:32][N:33]1[CH2:38][CH2:37][CH:36]([N:39]2[C:47]3[C:42](=[CH:43][CH:44]=[C:45]([C:48]([NH2:50])=[O:49])[CH:46]=3)[CH:41]=[CH:40]2)[CH2:35][CH2:34]1.O, predict the reaction product. The product is: [CH3:17][O:18][C:19]1[CH:24]=[CH:23][CH:22]=[C:21]([N:25]2[CH2:26][CH2:27][N:28]([C:13](=[O:15])[CH3:14])[CH2:29][CH2:30]2)[C:20]=1[CH2:31][CH2:32][N:33]1[CH2:38][CH2:37][CH:36]([N:39]2[C:47]3[C:42](=[CH:43][CH:44]=[C:45]([C:48]([NH2:50])=[O:49])[CH:46]=3)[CH:41]=[CH:40]2)[CH2:35][CH2:34]1. (4) Given the reactants [F:1][C:2]([F:35])([F:34])[C:3]([C:21]1[C:29]2[C:24](=[CH:25][CH:26]=[CH:27][CH:28]=2)[N:23]([CH2:30][CH2:31][CH:32]=O)[CH:22]=1)([C:5]1[CH:6]=[C:7]2[C:11](=[CH:12][CH:13]=1)[N:10]([C:14]1[CH:19]=[CH:18][C:17]([F:20])=[CH:16][CH:15]=1)[N:9]=[CH:8]2)[OH:4].C(O)(=O)C.[NH:40]1[CH2:45][CH2:44][CH:43]([CH2:46][OH:47])[CH2:42][CH2:41]1.C(O[BH-](OC(=O)C)OC(=O)C)(=O)C.[Na+], predict the reaction product. The product is: [F:34][C:2]([F:1])([F:35])[C:3]([C:5]1[CH:6]=[C:7]2[C:11](=[CH:12][CH:13]=1)[N:10]([C:14]1[CH:15]=[CH:16][C:17]([F:20])=[CH:18][CH:19]=1)[N:9]=[CH:8]2)([C:21]1[C:29]2[C:24](=[CH:25][CH:26]=[CH:27][CH:28]=2)[N:23]([CH2:30][CH2:31][CH2:32][N:40]2[CH2:45][CH2:44][CH:43]([CH2:46][OH:47])[CH2:42][CH2:41]2)[CH:22]=1)[OH:4]. (5) Given the reactants [CH3:1]/[C:2](/[C:5]([CH3:7])=[O:6])=[N:3]\[OH:4].[CH3:8][O:9][C:10]1[CH:17]=[CH:16][C:13]([CH:14]=O)=[CH:12][CH:11]=1.Cl, predict the reaction product. The product is: [CH3:8][O:9][C:10]1[CH:17]=[CH:16][C:13]([C:14]2[O:6][C:5]([CH3:7])=[C:2]([CH3:1])[N+:3]=2[O-:4])=[CH:12][CH:11]=1. (6) Given the reactants [N:1]1[CH:6]=[CH:5][C:4]([C:7](=O)[CH2:8][C:9]([O:11]CC)=O)=[CH:3][CH:2]=1.[NH:15]1[CH2:20][CH2:19][CH:18]([CH:21]2[NH:26][C:25]([NH2:27])=[N:24][CH2:23][CH2:22]2)[CH2:17][CH2:16]1.Cl.C(=O)([O-])[O-].[K+].[K+], predict the reaction product. The product is: [NH:15]1[CH2:16][CH2:17][CH:18]([CH:21]2[CH2:22][CH2:23][N:24]3[C:9](=[O:11])[CH:8]=[C:7]([C:4]4[CH:3]=[CH:2][N:1]=[CH:6][CH:5]=4)[N:27]=[C:25]3[NH:26]2)[CH2:19][CH2:20]1. (7) Given the reactants CCCC[N+](CCCC)(CCCC)CCCC.[F-].C(O)(=O)C.[C:23]([O:31][C@@H:32]1[C@@H:49]([O:50][Si](C(C)(C)C)(C)C)[C@H:48]([O:58][CH2:59][C:60]2[CH:65]=[CH:64][CH:63]=[CH:62][CH:61]=2)[C@@H:47]([CH2:66][O:67][CH2:68][C:69]2[CH:74]=[CH:73][CH:72]=[CH:71][CH:70]=2)[O:46][C@H:33]1[S:34][C:35]1[CH:40]=[C:39]([C:41]([CH3:44])([CH3:43])[CH3:42])[CH:38]=[CH:37][C:36]=1[CH3:45])(=[O:30])[C:24]1[CH:29]=[CH:28][CH:27]=[CH:26][CH:25]=1, predict the reaction product. The product is: [C:23]([O:31][C@@H:32]1[C@@H:49]([OH:50])[C@H:48]([O:58][CH2:59][C:60]2[CH:61]=[CH:62][CH:63]=[CH:64][CH:65]=2)[C@@H:47]([CH2:66][O:67][CH2:68][C:69]2[CH:74]=[CH:73][CH:72]=[CH:71][CH:70]=2)[O:46][C@H:33]1[S:34][C:35]1[CH:40]=[C:39]([C:41]([CH3:43])([CH3:44])[CH3:42])[CH:38]=[CH:37][C:36]=1[CH3:45])(=[O:30])[C:24]1[CH:25]=[CH:26][CH:27]=[CH:28][CH:29]=1.